From a dataset of Experimentally validated miRNA-target interactions with 360,000+ pairs, plus equal number of negative samples. Binary Classification. Given a miRNA mature sequence and a target amino acid sequence, predict their likelihood of interaction. (1) The miRNA is hsa-miR-3160-3p with sequence AGAGCUGAGACUAGAAAGCCCA. The protein sequence of the target gene is MTPQSLLQTTLFLLSLLFLVQGAHGRGHREDFRFCSQRNQTHRSSLHYKPTPDLRISIENSEEALTVHAPFPAAHPASRSFPDPRGLYHFCLYWNRHAGRLHLLYGKRDFLLSDKASSLLCFQHQEESLAQGPPLLATSVTSWWSPQNISLPSAASFTFSFHSPPHTAAHNASVDMCELKRDLQLLSQFLKHPQKASRRPSAAPASQQLQSLESKLTSVRFMGDMVSFEEDRINATVWKLQPTAGLQDLHIHSRQEEEQSEIMEYSVLLPRTLFQRTKGRSGEAEKRLLLVDFSSQALFQ.... Result: 1 (interaction). (2) The miRNA is hsa-miR-7107-5p with sequence UCGGCCUGGGGAGGAGGAAGGG. The protein sequence of the target gene is MDEEPERTKRWEGGYERTWEILKEDESGSLKATIEDILFKAKRKRVFEHHGQVRLGMMRHLYVVVDGSRTMEDQDLKPNRLTCTLKLLEYFVEEYFDQNPISQIGIIVTKSKRAEKLTELSGNPRKHITSLKEAVDMTCHGEPSLYNSLSMAMQTLKHMPGHTSREVLIIFSSLTTCDPSNIYDLIKTLKAAKIRVSVIGLSAEVRVCTVLARETGGTYHVILDESHYKELLTHHLSPPPASSSSECSLIRMGFPQHTIASLSDQDAKPSFSMAHLDGNTEPGLTLGGYFCPQCRAKYCE.... Result: 1 (interaction). (3) The miRNA is mmu-miR-10a-5p with sequence UACCCUGUAGAUCCGAAUUUGUG. The protein sequence of the target gene is MSRRKQSNPRQIKRSLGDMEAREEVQLVGASHMEQKATAPEAPSPPSADVNSPPPLPPPTSPGGPKELEGQEPEPRPTEEEPGSPWSGPDELEPVVQDGQRRIRARLSLATGLSWGPFHGSVQTRASSPRQAEPSPALTLLLVDEACWLRTLPQALTEAEANTEIHRKDDALWCRVTKPVPAGGLLSVLLTAEPHSTPGHPVKKEPAEPTCPAPAHDLQLLPQQAGMASILATAVINKDVFPCKDCGIWYRSERNLQAHLLYYCASRQGTGSPAAAATDEKPKETYPNERVCPFPQCRKS.... Result: 0 (no interaction). (4) The miRNA is hsa-miR-6885-3p with sequence CUUUGCUUCCUGCUCCCCUAG. The protein sequence of the target gene is MGAQLCFEANAKAPREALRFHAEAKGAQVRLDTRGCIAHRRTTFHDGIVFSQRPVRLGERVALRVLREESGWCGGLRVGFTRLDPACVSVPSLPPFLCPDLEEQSPTWAAVLPEGCALTGDLVRFWVDRRGCLFAKVNAGCRLLLREGVPVGAPLWAVMDVYGTTKAIELLDPTASRLPTPMPWDLSNKAVPEPKATPGEECAICFYHAANTRLVPCGHTYFCRYCAWRVFSDTAKCPVCRWQIEAVAPAQGPPALRVEEGS. Result: 0 (no interaction).